Dataset: Forward reaction prediction with 1.9M reactions from USPTO patents (1976-2016). Task: Predict the product of the given reaction. (1) Given the reactants [C:1]([O:5][C:6](=[O:38])[N:7]([CH3:37])[C@H:8]([C:10](=[O:36])[NH:11][C@@H:12]1[C:18](=[O:19])[N:17]([CH2:20][C:21]2[C:30]3[C:25](=[CH:26][CH:27]=[CH:28][CH:29]=3)[CH:24]=[CH:23][C:22]=2[CH3:31])[C:16]2[CH:32]=[CH:33][CH:34]=[CH:35][C:15]=2[NH:14][CH2:13]1)[CH3:9])([CH3:4])([CH3:3])[CH3:2].[C:39]([O:46][CH3:47])(=[O:45])[CH2:40][CH2:41][C:42]([O-])=[O:43].O=P(Cl)(Cl)Cl, predict the reaction product. The product is: [CH3:47][O:46][C:39](=[O:45])[CH2:40][CH2:41][C:42]([N:14]1[CH2:13][C@H:12]([NH:11][C:10](=[O:36])[C@@H:8]([N:7]([C:6]([O:5][C:1]([CH3:4])([CH3:2])[CH3:3])=[O:38])[CH3:37])[CH3:9])[C:18](=[O:19])[N:17]([CH2:20][C:21]2[C:30]3[C:25](=[CH:26][CH:27]=[CH:28][CH:29]=3)[CH:24]=[CH:23][C:22]=2[CH3:31])[C:16]2[CH:32]=[CH:33][CH:34]=[CH:35][C:15]1=2)=[O:43]. (2) Given the reactants [CH3:1][C:2]([OH:6])([CH3:5])[CH2:3][OH:4].[CH3:7][C:8]([Si:11](Cl)([CH3:13])[CH3:12])([CH3:10])[CH3:9], predict the reaction product. The product is: [C:8]([Si:11]([CH3:13])([CH3:12])[O:4][CH2:3][C:2]([CH3:5])([OH:6])[CH3:1])([CH3:10])([CH3:9])[CH3:7]. (3) Given the reactants [N+:1]([C:4]1[CH:9]=[CH:8][CH:7]=[CH:6][C:5]=1[S:10](Cl)(=[O:12])=[O:11])([O-:3])=[O:2].[OH-].[Na+].[NH2:16][CH:17]([C:22]([OH:24])=[O:23])[CH2:18][CH:19]([CH3:21])[CH3:20], predict the reaction product. The product is: [CH3:20][CH:19]([CH3:21])[CH2:18][CH:17]([NH:16][S:10]([C:5]1[CH:6]=[CH:7][CH:8]=[CH:9][C:4]=1[N+:1]([O-:3])=[O:2])(=[O:12])=[O:11])[C:22]([OH:24])=[O:23]. (4) Given the reactants [O:1]1[CH2:6][CH2:5][CH2:4][CH2:3][CH:2]1[N:7]1[C:11]2[CH:12]=[CH:13][CH:14]=[C:15]([CH2:16][NH2:17])[C:10]=2[N:9]=[CH:8]1.CCN(C(C)C)C(C)C.Cl[C:28]1[N:33]=[C:32]([NH:34][C:35]2[NH:39][N:38]=[C:37]([CH:40]3[CH2:42][CH2:41]3)[CH:36]=2)[CH:31]=[CH:30][N:29]=1, predict the reaction product. The product is: [CH:40]1([C:37]2[NH:38][N:39]=[C:35]([NH:34][C:32]3[CH:31]=[CH:30][N:29]=[C:28]([NH:17][CH2:16][C:15]4[C:10]5[N:9]=[CH:8][N:7]([CH:2]6[CH2:3][CH2:4][CH2:5][CH2:6][O:1]6)[C:11]=5[CH:12]=[CH:13][CH:14]=4)[N:33]=3)[CH:36]=2)[CH2:42][CH2:41]1. (5) Given the reactants [Cl:1][C:2]1[CH:7]=[CH:6][C:5]([N:8]2[CH2:13][CH2:12][NH:11][CH2:10][C@H:9]2[CH3:14])=[CH:4][C:3]=1[O:15][CH3:16].[NH:17]1[CH:21]=[CH:20][N:19]=[C:18]1[C:22]1[C:30]2[C:25](=[N:26][CH:27]=[CH:28][CH:29]=2)[N:24]([CH2:31][C:32](O)=[O:33])[N:23]=1, predict the reaction product. The product is: [Cl:1][C:2]1[CH:7]=[CH:6][C:5]([N:8]2[CH2:13][CH2:12][N:11]([C:32](=[O:33])[CH2:31][N:24]3[C:25]4=[N:26][CH:27]=[CH:28][CH:29]=[C:30]4[C:22]([C:18]4[NH:17][CH:21]=[CH:20][N:19]=4)=[N:23]3)[CH2:10][C@H:9]2[CH3:14])=[CH:4][C:3]=1[O:15][CH3:16].